Dataset: Retrosynthesis with 50K atom-mapped reactions and 10 reaction types from USPTO. Task: Predict the reactants needed to synthesize the given product. (1) Given the product COc1cc2nncc(N3CCc4[nH]nc(C(=O)NC5CC5)c4C3)c2cc1OC, predict the reactants needed to synthesize it. The reactants are: COc1cc2nncc(Br)c2cc1OC.O=C(NC1CC1)c1n[nH]c2c1CNCC2. (2) Given the product O=C(CCn1ccc2cc(Cl)ccc21)N1CCN(c2ccc(S(=O)(=O)Nc3ccncn3)cc2)CC1, predict the reactants needed to synthesize it. The reactants are: O=C(O)CCn1ccc2cc(Cl)ccc21.O=S(=O)(Nc1ccncn1)c1ccc(N2CCNCC2)cc1. (3) The reactants are: CCCCOCCOc1ccc(-c2ccc3c(c2)C=C(C(=O)OC)CCN3Cc2nnn(C)n2)cc1. Given the product CCCCOCCOc1ccc(-c2ccc3c(c2)C=C(C(=O)O)CCN3Cc2nnn(C)n2)cc1, predict the reactants needed to synthesize it.